Task: Predict the product of the given reaction.. Dataset: Forward reaction prediction with 1.9M reactions from USPTO patents (1976-2016) (1) Given the reactants [F:1][C:2]([F:27])([F:26])[C:3]1[CH:25]=[CH:24][CH:23]=[CH:22][C:4]=1[C:5]([N:7]1[CH2:12][CH2:11][N:10]([C:13]2[S:14][C:15]([C:18](OC)=[O:19])=[CH:16][N:17]=2)[CH2:9][CH2:8]1)=[O:6].[H-].[H-].[H-].[H-].[Li+].[Al+3], predict the reaction product. The product is: [F:27][C:2]([F:1])([F:26])[C:3]1[CH:25]=[CH:24][CH:23]=[CH:22][C:4]=1[C:5]([N:7]1[CH2:8][CH2:9][N:10]([C:13]2[S:14][C:15]([CH2:18][OH:19])=[CH:16][N:17]=2)[CH2:11][CH2:12]1)=[O:6]. (2) Given the reactants [Cl:1][C:2]1[CH:3]=[C:4]([NH:9]/[N:10]=[C:11](\[C:16](=[O:22])[CH2:17][C:18](OC)=[O:19])/[C:12]([O:14][CH3:15])=[O:13])[CH:5]=[CH:6][C:7]=1[Cl:8].O, predict the reaction product. The product is: [Cl:1][C:2]1[CH:3]=[C:4]([N:9]2[C:18](=[O:19])[CH:17]=[C:16]([OH:22])[C:11]([C:12]([O:14][CH3:15])=[O:13])=[N:10]2)[CH:5]=[CH:6][C:7]=1[Cl:8]. (3) Given the reactants [ClH:1].[OH:2][C@H:3]([C:20]1[CH:29]=[CH:28][C:23]2[C:24](=[O:27])[O:25][CH2:26][C:22]=2[C:21]=1[CH3:30])[CH2:4][N:5]1[CH2:10][CH2:9][CH:8]([C:11]([N:13]([C:15]2[S:19][N:18]=[CH:17][CH:16]=2)C)=[O:12])[CH2:7][CH2:6]1.Cl.[F:32]C1(C(NC2SN=CC=2)=O)CCNCC1.CC1C2COC(=O)C=2C=CC=1[C@@H]1CO1, predict the reaction product. The product is: [ClH:1].[F:32][C:8]1([C:11]([NH:13][C:15]2[S:19][N:18]=[CH:17][CH:16]=2)=[O:12])[CH2:9][CH2:10][N:5]([CH2:4][C@H:3]([OH:2])[C:20]2[CH:29]=[CH:28][C:23]3[C:24](=[O:27])[O:25][CH2:26][C:22]=3[C:21]=2[CH3:30])[CH2:6][CH2:7]1. (4) Given the reactants Br[C:2]1[C:10]2[C:9]([NH:11][C@H:12]([C:14]3[N:19]([C:20]4[CH:25]=[CH:24][CH:23]=[CH:22][CH:21]=4)[C:18](=[O:26])[C:17]4=[C:27]([CH3:30])[CH:28]=[CH:29][N:16]4[N:15]=3)[CH3:13])=[N:8][CH:7]=[N:6][C:5]=2[N:4]([CH2:31][O:32][CH2:33][CH2:34][Si:35]([CH3:38])([CH3:37])[CH3:36])[CH:3]=1.[O:39]1[CH2:44][CH2:43][N:42]([S:45]([C:48]2[CH:49]=[C:50](B(O)O)[CH:51]=[CH:52][CH:53]=2)(=[O:47])=[O:46])[CH2:41][CH2:40]1.C(=O)([O-])[O-].[Na+].[Na+], predict the reaction product. The product is: [CH3:30][C:27]1[CH:28]=[CH:29][N:16]2[C:17]=1[C:18](=[O:26])[N:19]([C:20]1[CH:25]=[CH:24][CH:23]=[CH:22][CH:21]=1)[C:14]([C@@H:12]([NH:11][C:9]1[C:10]3[C:2]([C:50]4[CH:51]=[CH:52][CH:53]=[C:48]([S:45]([N:42]5[CH2:43][CH2:44][O:39][CH2:40][CH2:41]5)(=[O:47])=[O:46])[CH:49]=4)=[CH:3][N:4]([CH2:31][O:32][CH2:33][CH2:34][Si:35]([CH3:38])([CH3:37])[CH3:36])[C:5]=3[N:6]=[CH:7][N:8]=1)[CH3:13])=[N:15]2. (5) Given the reactants [CH3:1][C:2]1[C:9]([N+:10]([O-:12])=[O:11])=[CH:8][CH:7]=[CH:6][C:3]=1[CH:4]=O.[CH3:13][N:14]1[CH2:19][CH2:18][NH:17][CH2:16][CH2:15]1.CC(O)=O.C(O[BH-](OC(=O)C)OC(=O)C)(=O)C.[Na+], predict the reaction product. The product is: [CH3:13][N:14]1[CH2:19][CH2:18][N:17]([CH2:4][C:3]2[CH:6]=[CH:7][CH:8]=[C:9]([N+:10]([O-:12])=[O:11])[C:2]=2[CH3:1])[CH2:16][CH2:15]1. (6) Given the reactants CC1[N:3]([C:8]2[CH:9]=[C:10]([C:18](O)([CH3:20])C)[CH:11]=[C:12]([C:14]([F:17])([F:16])[F:15])[CH:13]=2)C(C)=CC=1.Cl.NO.[OH-:25].[K+].[CH3:27]CO, predict the reaction product. The product is: [NH2:3][C:8]1[CH:9]=[C:10]([CH2:18][CH:20]([OH:25])[CH3:27])[CH:11]=[C:12]([C:14]([F:15])([F:16])[F:17])[CH:13]=1. (7) Given the reactants [CH3:1][O:2][C:3]1[CH:22]=[CH:21][C:6]([CH2:7][C@@H:8]2[C:12]3=[N:13][C:14]4[CH:19]=[CH:18][CH:17]=[CH:16][C:15]=4[N:11]3[C:10](=[O:20])[NH:9]2)=[CH:5][CH:4]=1.[F:23][C:24]([F:35])([F:34])[C:25]1[CH:30]=[CH:29][CH:28]=[CH:27][C:26]=1[CH2:31][CH2:32][NH2:33].C(O)(C(F)(F)F)=O, predict the reaction product. The product is: [NH:13]1[C:14]2[CH:19]=[CH:18][CH:17]=[CH:16][C:15]=2[N:11]=[C:12]1[C@H:8]([NH:9][C:10]([NH:33][CH2:32][CH2:31][C:26]1[CH:27]=[CH:28][CH:29]=[CH:30][C:25]=1[C:24]([F:23])([F:34])[F:35])=[O:20])[CH2:7][C:6]1[CH:5]=[CH:4][C:3]([O:2][CH3:1])=[CH:22][CH:21]=1.